Dataset: Reaction yield outcomes from USPTO patents with 853,638 reactions. Task: Predict the reaction yield, written as a fraction of the theoretical maximum amount of product (1.0 means a 100% yield; for example, 0.34 means a 34% yield). (1) The reactants are [CH:1]1[C:6]([OH:7])=[CH:5][CH:4]=[CH:3][C:2]=1[CH3:8].[CH2:9](Br)[CH:10]=[CH2:11].C(=O)([O-])[O-].[K+].[K+]. The catalyst is CC(C)=O. The product is [CH3:8][C:2]1[CH:1]=[C:6]([O:7][CH2:11][CH:10]=[CH2:9])[CH:5]=[CH:4][CH:3]=1. The yield is 0.950. (2) The reactants are [Cl:1][C:2]1[C:9]([CH3:10])=[C:8](F)[CH:7]=[CH:6][C:3]=1[C:4]#[N:5].[NH2:12][C@H:13]1[CH2:17][CH2:16][CH2:15][C@@:14]1([CH3:19])[OH:18].C(=O)([O-])[O-].[Li+].[Li+]. The catalyst is CS(C)=O.O.CCOC(C)=O. The product is [Cl:1][C:2]1[C:9]([CH3:10])=[C:8]([NH:12][C@H:13]2[CH2:17][CH2:16][CH2:15][C@:14]2([OH:18])[CH3:19])[CH:7]=[CH:6][C:3]=1[C:4]#[N:5]. The yield is 0.240. (3) The reactants are [Cl:1][C:2]1[CH:7]=[CH:6][CH:5]=[CH:4][C:3]=1[C:8]1([C:13]([O:15][CH3:16])=[O:14])[CH2:10][CH:9]1[CH:11]=O.[CH3:17][NH2:18].[BH4-].[Na+]. The catalyst is CO. The product is [Cl:1][C:2]1[CH:7]=[CH:6][CH:5]=[CH:4][C:3]=1[C:8]1([C:13]([O:15][CH3:16])=[O:14])[CH2:10][CH:9]1[CH2:11][NH:18][CH3:17]. The yield is 0.600. (4) The reactants are O1CCCCC1OC1CCCCO1.[CH3:14][C:15]1([CH3:52])[S:20][CH2:19][CH2:18][N:17]([S:21]([C:24]2[CH:29]=[CH:28][C:27]([O:30][CH2:31][C:32]#[C:33][CH2:34][CH2:35][CH2:36][CH2:37][O:38]C3CCCCO3)=[CH:26][CH:25]=2)(=[O:23])=[O:22])[C@H:16]1[C:45]([O:47][C:48]([CH3:51])([CH3:50])[CH3:49])=[O:46]. No catalyst specified. The product is [OH:38][CH2:37][CH2:36][CH2:35][CH2:34][C:33]#[C:32][CH2:31][O:30][C:27]1[CH:28]=[CH:29][C:24]([S:21]([N:17]2[CH2:18][CH2:19][S:20][C:15]([CH3:52])([CH3:14])[C@@H:16]2[C:45]([O:47][C:48]([CH3:51])([CH3:50])[CH3:49])=[O:46])(=[O:23])=[O:22])=[CH:25][CH:26]=1. The yield is 0.840. (5) The reactants are [C:1]([C:5]1[CH:10]=[C:9]([C:11]([CH3:14])([CH3:13])[CH3:12])[CH:8]=[C:7]([NH2:15])[C:6]=1[OH:16])([CH3:4])([CH3:3])[CH3:2].[BH3-][C:18]#N.[Na+].C=O. The catalyst is CO. The product is [C:1]([C:5]1[CH:10]=[C:9]([C:11]([CH3:14])([CH3:13])[CH3:12])[CH:8]=[C:7]([NH:15][CH3:18])[C:6]=1[OH:16])([CH3:4])([CH3:2])[CH3:3]. The yield is 0.150. (6) The reactants are [F:1][C:2]1[O:6][C:5]2[CH:7]=[C:8]([CH3:18])[C:9]([C:11]3[CH:12]=[CH:13][C:14]([NH2:17])=[N:15][CH:16]=3)=[CH:10][C:4]=2[CH:3]=1.[F:19][C:20]1[CH:28]=[CH:27][CH:26]=[C:25]([F:29])[C:21]=1[C:22](Cl)=[O:23].CCN(C(C)C)C(C)C.C([O-])(O)=O.[Na+].C(Cl)Cl. The catalyst is C(Cl)Cl. The product is [F:19][C:20]1[CH:28]=[CH:27][CH:26]=[C:25]([F:29])[C:21]=1[C:22]([NH:17][C:14]1[CH:13]=[CH:12][C:11]([C:9]2[C:8]([CH3:18])=[CH:7][C:5]3[O:6][C:2]([F:1])=[CH:3][C:4]=3[CH:10]=2)=[CH:16][N:15]=1)=[O:23]. The yield is 0.686.